From a dataset of Forward reaction prediction with 1.9M reactions from USPTO patents (1976-2016). Predict the product of the given reaction. (1) Given the reactants C([O:5][C:6]([C:8]1[NH:37][C:11]2[N:12]=[CH:13][N:14]=[C:15]([C:16]3[CH:21]=[CH:20][C:19]([CH2:22][NH:23][C:24](=[O:35])[C:25]4[CH:30]=[CH:29][C:28]([C:31]([CH3:34])([CH3:33])[CH3:32])=[CH:27][CH:26]=4)=[C:18]([F:36])[CH:17]=3)[C:10]=2[CH:9]=1)=[O:7])(C)(C)C.FC(F)(F)C(O)=O, predict the reaction product. The product is: [C:31]([C:28]1[CH:27]=[CH:26][C:25]([C:24]([NH:23][CH2:22][C:19]2[CH:20]=[CH:21][C:16]([C:15]3[C:10]4[CH:9]=[C:8]([C:6]([OH:7])=[O:5])[NH:37][C:11]=4[N:12]=[CH:13][N:14]=3)=[CH:17][C:18]=2[F:36])=[O:35])=[CH:30][CH:29]=1)([CH3:34])([CH3:32])[CH3:33]. (2) Given the reactants [NH:1]([C:15]([O:17][C:18]([CH3:21])([CH3:20])[CH3:19])=[O:16])[C@H:2]([C:6]([NH:8][CH2:9][C:10]([O:12]CC)=[O:11])=[O:7])[C@@H:3]([CH3:5])[OH:4].[OH-].[Na+].Cl, predict the reaction product. The product is: [NH:1]([C:15]([O:17][C:18]([CH3:19])([CH3:21])[CH3:20])=[O:16])[C@H:2]([C:6]([NH:8][CH2:9][C:10]([OH:12])=[O:11])=[O:7])[C@@H:3]([CH3:5])[OH:4]. (3) Given the reactants [N:1]([C:4]1[CH:20]=[CH:19][C:7]([C:8]([NH:10][CH2:11][CH2:12][N:13]2[CH2:18][CH2:17][O:16][CH2:15][CH2:14]2)=[O:9])=[CH:6][CH:5]=1)=[N+:2]=[N-:3].O=[C:22]([CH2:29][CH2:30][CH3:31])[CH2:23][C:24]([O:26]CC)=[O:25].[O-]CC.[Na+:35], predict the reaction product. The product is: [N:13]1([CH2:12][CH2:11][NH:10][C:8]([C:7]2[CH:6]=[CH:5][C:4]([N:1]3[C:22]([CH2:29][CH2:30][CH3:31])=[C:23]([C:24]([O-:26])=[O:25])[N:3]=[N:2]3)=[CH:20][CH:19]=2)=[O:9])[CH2:14][CH2:15][O:16][CH2:17][CH2:18]1.[Na+:35].